From a dataset of Full USPTO retrosynthesis dataset with 1.9M reactions from patents (1976-2016). Predict the reactants needed to synthesize the given product. (1) Given the product [CH2:34]([C@@H:14]([CH2:13][CH2:12][C@H:8]([CH2:1][C:2]1[CH:3]=[CH:4][CH:5]=[CH:6][CH:7]=1)[C:9]([NH:48][C@H:49]1[CH2:55][CH2:54][CH2:53][CH2:52][N:51]([C:56]2[CH:61]=[CH:60][CH:59]=[C:58]([O:62][CH3:63])[CH:57]=2)[C:50]1=[O:64])=[O:10])[C:15]([NH:17][C@H:18]1[CH2:24][CH2:23][S:22][C@H:21]2[CH2:25][CH2:26][CH2:27][C@@H:28]([C:29]([O:31][CH3:32])=[O:30])[N:20]2[C:19]1=[O:33])=[O:16])[C:35]1[CH:40]=[CH:39][CH:38]=[CH:37][CH:36]=1, predict the reactants needed to synthesize it. The reactants are: [CH2:1]([C@@H:8]([CH2:12][CH2:13][C@H:14]([CH2:34][C:35]1[CH:40]=[CH:39][CH:38]=[CH:37][CH:36]=1)[C:15]([NH:17][C@H:18]1[CH2:24][CH2:23][S:22][C@H:21]2[CH2:25][CH2:26][CH2:27][C@@H:28]([C:29]([O:31][CH3:32])=[O:30])[N:20]2[C:19]1=[O:33])=[O:16])[C:9](O)=[O:10])[C:2]1[CH:7]=[CH:6][CH:5]=[CH:4][CH:3]=1.FC(F)(F)C(O)=O.[NH2:48][C@H:49]1[CH2:55][CH2:54][CH2:53][CH2:52][N:51]([C:56]2[CH:61]=[CH:60][CH:59]=[C:58]([O:62][CH3:63])[CH:57]=2)[C:50]1=[O:64]. (2) Given the product [Si:22]([O:1][CH2:2][C:3]1[CH:12]=[CH:11][C:6]2[NH:7][C:8](=[O:10])[O:9][C:5]=2[CH:4]=1)([C:18]([CH3:21])([CH3:20])[CH3:19])([C:29]1[CH:30]=[CH:31][CH:32]=[CH:33][CH:34]=1)[C:23]1[CH:28]=[CH:27][CH:26]=[CH:25][CH:24]=1, predict the reactants needed to synthesize it. The reactants are: [OH:1][CH2:2][C:3]1[CH:12]=[CH:11][C:6]2[NH:7][C:8](=[O:10])[O:9][C:5]=2[CH:4]=1.N1C=CN=C1.[C:18]([Si:22](Cl)([C:29]1[CH:34]=[CH:33][CH:32]=[CH:31][CH:30]=1)[C:23]1[CH:28]=[CH:27][CH:26]=[CH:25][CH:24]=1)([CH3:21])([CH3:20])[CH3:19].O. (3) The reactants are: [C:1]1([C:7]2[C:8]([CH:27]=O)=[CH:9][N:10]([S:18]([C:21]3[CH:26]=[CH:25][CH:24]=[CH:23][CH:22]=3)(=[O:20])=[O:19])[C:11]=2[C:12]2[CH:17]=[CH:16][CH:15]=[CH:14][CH:13]=2)[CH:6]=[CH:5][CH:4]=[CH:3][CH:2]=1.CO.[CH3:31][NH2:32].[BH4-].[Na+]. Given the product [C:1]1([C:7]2[C:8]([CH2:27][NH:32][CH3:31])=[CH:9][N:10]([S:18]([C:21]3[CH:26]=[CH:25][CH:24]=[CH:23][CH:22]=3)(=[O:20])=[O:19])[C:11]=2[C:12]2[CH:17]=[CH:16][CH:15]=[CH:14][CH:13]=2)[CH:6]=[CH:5][CH:4]=[CH:3][CH:2]=1, predict the reactants needed to synthesize it.